Predict the reactants needed to synthesize the given product. From a dataset of Full USPTO retrosynthesis dataset with 1.9M reactions from patents (1976-2016). Given the product [F:21][C:22]1[CH:23]=[CH:24][C:25]([C:28]2[C:33](/[CH:34]=[CH:35]/[CH:36]([OH:37])[CH2:14][C:13]([O:16][C:17]([CH3:20])([CH3:19])[CH3:18])=[O:15])=[C:32]([CH:38]([CH3:40])[CH3:39])[N:31]=[C:30]([N:41]([CH3:46])[S:42]([CH3:45])(=[O:44])=[O:43])[N:29]=2)=[CH:26][CH:27]=1, predict the reactants needed to synthesize it. The reactants are: C(NC(C)C)(C)C.C([Li])CCC.[C:13]([O:16][C:17]([CH3:20])([CH3:19])[CH3:18])(=[O:15])[CH3:14].[F:21][C:22]1[CH:27]=[CH:26][C:25]([C:28]2[C:33](/[CH:34]=[CH:35]/[CH:36]=[O:37])=[C:32]([CH:38]([CH3:40])[CH3:39])[N:31]=[C:30]([N:41]([CH3:46])[S:42]([CH3:45])(=[O:44])=[O:43])[N:29]=2)=[CH:24][CH:23]=1.